From a dataset of Catalyst prediction with 721,799 reactions and 888 catalyst types from USPTO. Predict which catalyst facilitates the given reaction. (1) Reactant: [Cl:1][C:2]1[C:3]([O:12][C:13]2[CH:18]=[C:17]([O:19][CH2:20][CH2:21][O:22][CH3:23])[CH:16]=[CH:15][C:14]=2/[CH:24]=[CH:25]/[C:26]([OH:28])=O)=[N:4][CH:5]=[C:6]([C:8]([F:11])([F:10])[F:9])[CH:7]=1.[CH2:29]([S:34]([NH2:37])(=[O:36])=[O:35])[CH2:30][CH2:31][CH2:32][CH3:33].N12CCCN=C1CCCCC2. Product: [Cl:1][C:2]1[C:3]([O:12][C:13]2[CH:18]=[C:17]([O:19][CH2:20][CH2:21][O:22][CH3:23])[CH:16]=[CH:15][C:14]=2/[CH:24]=[CH:25]/[C:26]([NH:37][S:34]([CH2:29][CH2:30][CH2:31][CH2:32][CH3:33])(=[O:36])=[O:35])=[O:28])=[N:4][CH:5]=[C:6]([C:8]([F:9])([F:10])[F:11])[CH:7]=1. The catalyst class is: 7. (2) Reactant: [C:1]([C:5]1[CH:6]=[C:7]([OH:21])[C:8]([C:11]2[C:12]([OH:20])=[C:13]([O:18][CH3:19])[CH:14]=[C:15]([CH3:17])[CH:16]=2)=[CH:9][CH:10]=1)([CH3:4])([CH3:3])[CH3:2].C(N(CC)CC)C.Cl[P:30](Cl)[O:31][CH:32]1[CH:37]([CH:38]([CH3:40])[CH3:39])[CH2:36][CH2:35][CH:34]([CH3:41])[CH2:33]1. Product: [C:1]([C:5]1[CH:10]=[CH:9][C:8]2[C:11]3[CH:16]=[C:15]([CH3:17])[CH:14]=[C:13]([O:18][CH3:19])[C:12]=3[O:20][P:30]([O:31][CH:32]3[CH2:33][CH:34]([CH3:41])[CH2:35][CH2:36][CH:37]3[CH:38]([CH3:40])[CH3:39])[O:21][C:7]=2[CH:6]=1)([CH3:4])([CH3:2])[CH3:3]. The catalyst class is: 11.